From a dataset of Full USPTO retrosynthesis dataset with 1.9M reactions from patents (1976-2016). Predict the reactants needed to synthesize the given product. (1) Given the product [Cl:1][C:2]1[CH:7]=[CH:6][C:5]([F:8])=[CH:4][C:3]=1[C@H:9]1[CH2:13][CH2:12][CH2:11][N:10]1[C:14]1[CH:19]=[CH:18][N:17]2[N:20]=[CH:21][C:22]([NH:23][C:29]([N:31]3[CH2:32][CH2:33][C@H:38]([OH:41])[CH2:35]3)=[O:30])=[C:16]2[N:15]=1, predict the reactants needed to synthesize it. The reactants are: [Cl:1][C:2]1[CH:7]=[CH:6][C:5]([F:8])=[CH:4][C:3]=1[C@H:9]1[CH2:13][CH2:12][CH2:11][N:10]1[C:14]1[CH:19]=[CH:18][N:17]2[N:20]=[CH:21][C:22]([NH2:23])=[C:16]2[N:15]=1.C1N=CN([C:29]([N:31]2[CH:35]=N[CH:33]=[CH:32]2)=[O:30])C=1.N1CC[C@H:38]([OH:41])C1. (2) Given the product [Br:1][C:13]1[CH:12]=[C:11]([C:15]#[N:16])[N:10]([CH3:9])[CH:14]=1, predict the reactants needed to synthesize it. The reactants are: [Br:1]N1C(=O)CCC1=O.[CH3:9][N:10]1[CH:14]=[CH:13][CH:12]=[C:11]1[C:15]#[N:16]. (3) Given the product [CH:1]1([NH:7][C:24](=[O:25])[C:23]2[CH:27]=[CH:28][CH:29]=[CH:30][C:22]=2[NH:21][S:18]([C:16]2[CH:15]=[CH:14][CH:13]=[C:12]3[C:17]=2[N:8]=[CH:9][CH:10]=[CH:11]3)(=[O:20])=[O:19])[CH2:6][CH2:5][CH2:4][CH2:3][CH2:2]1, predict the reactants needed to synthesize it. The reactants are: [CH:1]1([NH2:7])[CH2:6][CH2:5][CH2:4][CH2:3][CH2:2]1.[N:8]1[C:17]2[C:12](=[CH:13][CH:14]=[CH:15][C:16]=2[S:18]([NH:21][C:22]2[CH:30]=[CH:29][CH:28]=[CH:27][C:23]=2[C:24](Cl)=[O:25])(=[O:20])=[O:19])[CH:11]=[CH:10][CH:9]=1.